Dataset: Full USPTO retrosynthesis dataset with 1.9M reactions from patents (1976-2016). Task: Predict the reactants needed to synthesize the given product. (1) Given the product [Cl:1][C:2]1[C:3]([O:12][C:13]2[CH:18]=[C:17]([O:19][CH2:20][CH2:21][N:22]3[CH2:26][CH2:25][CH2:24][C:23]3=[O:27])[CH:16]=[CH:15][C:14]=2[CH2:28][CH2:29][C:30]([NH:41][S:38]([CH2:33][CH2:34][CH2:35][CH2:36][CH3:37])(=[O:40])=[O:39])=[O:31])=[N:4][CH:5]=[C:6]([C:8]([F:11])([F:10])[F:9])[CH:7]=1, predict the reactants needed to synthesize it. The reactants are: [Cl:1][C:2]1[C:3]([O:12][C:13]2[CH:18]=[C:17]([O:19][CH2:20][CH2:21][N:22]3[CH2:26][CH2:25][CH2:24][C:23]3=[O:27])[CH:16]=[CH:15][C:14]=2[CH2:28][CH2:29][C:30](O)=[O:31])=[N:4][CH:5]=[C:6]([C:8]([F:11])([F:10])[F:9])[CH:7]=1.[CH2:33]([S:38]([NH2:41])(=[O:40])=[O:39])[CH2:34][CH2:35][CH2:36][CH3:37].N12CCCN=C1CCCCC2.[Cl-].[NH4+]. (2) Given the product [CH2:16]([N:15]1[C:14](=[O:23])[C:13](=[C:24]2[N:28]([CH3:29])[C:27]3[CH:30]=[CH:31][CH:32]=[CH:33][C:26]=3[S:25]2)[S:12][C:11]1=[N:10][C:8]1[CH:9]=[C:4]([CH:1]([OH:3])[CH3:2])[CH:5]=[CH:6][C:7]=1[NH:34][CH2:35][CH3:36])[C:17]1[CH:18]=[CH:19][CH:20]=[CH:21][CH:22]=1, predict the reactants needed to synthesize it. The reactants are: [C:1]([C:4]1[CH:5]=[CH:6][C:7]([NH:34][CH2:35][CH3:36])=[C:8]([N:10]=[C:11]2[N:15]([CH2:16][C:17]3[CH:22]=[CH:21][CH:20]=[CH:19][CH:18]=3)[C:14](=[O:23])[C:13](=[C:24]3[N:28]([CH3:29])[C:27]4[CH:30]=[CH:31][CH:32]=[CH:33][C:26]=4[S:25]3)[S:12]2)[CH:9]=1)(=[O:3])[CH3:2].[BH4-].[Na+].